Dataset: Forward reaction prediction with 1.9M reactions from USPTO patents (1976-2016). Task: Predict the product of the given reaction. (1) Given the reactants C([Li])CCC.CCCCCC.[S:12]1[CH:16]=[CH:15][CH:14]=[CH:13]1.Br[CH2:18][CH2:19][CH2:20][CH2:21][CH2:22][CH2:23][CH2:24][CH2:25][CH2:26][CH2:27][CH2:28][CH3:29], predict the reaction product. The product is: [CH2:29]([C:13]1[S:12][CH:16]=[CH:15][CH:14]=1)[CH2:28][CH2:27][CH2:26][CH2:25][CH2:24][CH2:23][CH2:22][CH2:21][CH2:20][CH2:19][CH3:18]. (2) Given the reactants [CH3:1][O:2][C:3](=[O:20])[C:4](=[CH:9][C:10]1[CH:11]=[C:12]2[C:16](=[C:17]([CH3:19])[CH:18]=1)[NH:15][N:14]=[CH:13]2)[CH2:5][C:6]([OH:8])=[O:7].C, predict the reaction product. The product is: [CH3:1][O:2][C:3](=[O:20])[CH:4]([CH2:9][C:10]1[CH:11]=[C:12]2[C:16](=[C:17]([CH3:19])[CH:18]=1)[NH:15][N:14]=[CH:13]2)[CH2:5][C:6]([OH:8])=[O:7]. (3) Given the reactants [CH3:1][C:2]1[NH:3][C:4]2[C:9]([C:10]=1[CH3:11])=[CH:8][C:7]([NH:12][C:13]1[C:22]3[C:17](=[CH:18][C:19]([OH:25])=[C:20]([O:23][CH3:24])[CH:21]=3)[N:16]=[CH:15][N:14]=1)=[CH:6][CH:5]=2.O[CH2:27][CH2:28][C:29]1[CH:30]=[N:31][CH:32]=[CH:33][CH:34]=1, predict the reaction product. The product is: [CH3:1][C:2]1[NH:3][C:4]2[C:9]([C:10]=1[CH3:11])=[CH:8][C:7]([NH:12][C:13]1[C:22]3[C:17](=[CH:18][C:19]([O:25][CH2:27][CH2:28][C:29]4[CH:30]=[N:31][CH:32]=[CH:33][CH:34]=4)=[C:20]([O:23][CH3:24])[CH:21]=3)[N:16]=[CH:15][N:14]=1)=[CH:6][CH:5]=2. (4) Given the reactants Cl.[F:2][C:3]1[CH:11]=[CH:10][CH:9]=[CH:8][C:4]=1[C:5]([NH2:7])=[NH:6].[CH2:15]1[O:14][C:16](O)([CH2:18]O)[CH2:15][O:14][C:16]1(O)[CH2:18]O.[Cl-].[NH4+].N, predict the reaction product. The product is: [F:2][C:3]1[CH:11]=[CH:10][CH:9]=[CH:8][C:4]=1[C:5]1[NH:7][CH:18]=[C:16]([CH2:15][OH:14])[N:6]=1. (5) Given the reactants [F:1][C:2]1[CH:7]=[CH:6][C:5]([S:8]([NH:11][CH2:12][C:13]2[CH:18]=[CH:17][C:16]([O:19][CH3:20])=[CH:15][CH:14]=2)(=[O:10])=[O:9])=[CH:4][CH:3]=1.[H-].[Na+].[CH3:23][O:24][C:25]1[CH:32]=[CH:31][C:28]([CH2:29]Cl)=[CH:27][CH:26]=1.O, predict the reaction product. The product is: [F:1][C:2]1[CH:7]=[CH:6][C:5]([S:8]([N:11]([CH2:29][C:28]2[CH:31]=[CH:32][C:25]([O:24][CH3:23])=[CH:26][CH:27]=2)[CH2:12][C:13]2[CH:18]=[CH:17][C:16]([O:19][CH3:20])=[CH:15][CH:14]=2)(=[O:10])=[O:9])=[CH:4][CH:3]=1. (6) Given the reactants [C:1]([O:5][C:6]([N:8]1[CH2:12][CH2:11][CH2:10][C@H:9]1[C@H:13]([O:19][CH3:20])[C@@H:14]([CH3:18])[C:15]([OH:17])=O)=[O:7])([CH3:4])([CH3:3])[CH3:2].CN(C(ON1N=N[C:31]2[CH:32]=[CH:33][CH:34]=N[C:30]1=2)=[N+](C)C)C.F[P-](F)(F)(F)(F)F.C([N:47]([CH2:50][CH3:51])CC)C.C([O:55][CH2:56][CH3:57])(=O)C, predict the reaction product. The product is: [OH:55][C@@H:56]([C:57]1[CH:34]=[CH:33][CH:32]=[CH:31][CH:30]=1)[C@H:50]([NH:47][C:15](=[O:17])[C@H:14]([CH3:18])[C@H:13]([C@@H:9]1[CH2:10][CH2:11][CH2:12][N:8]1[C:6]([O:5][C:1]([CH3:2])([CH3:3])[CH3:4])=[O:7])[O:19][CH3:20])[CH3:51]. (7) Given the reactants [CH3:1][O:2][C:3](=[O:15])[C:4]1[CH:9]=[CH:8][C:7]([CH3:10])=[CH:6][C:5]=1[O:11][CH:12]([CH3:14])[CH3:13].[Br:16]N1C(=O)CCC1=O.N(C(C)(C)C#N)=NC(C)(C)C#N, predict the reaction product. The product is: [CH3:1][O:2][C:3](=[O:15])[C:4]1[CH:9]=[CH:8][C:7]([CH2:10][Br:16])=[CH:6][C:5]=1[O:11][CH:12]([CH3:13])[CH3:14]. (8) Given the reactants [Cl:1][C:2]1[C:10]([CH3:11])=[CH:9][CH:8]=[C:7]2[C:3]=1[C:4]([NH2:12])=[N:5][NH:6]2.CC1(C)OC(=O)[CH:17]([C:21]([CH:23]2[CH2:28][CH2:27][N:26]([C:29]([O:31][C:32]([CH3:35])([CH3:34])[CH3:33])=[O:30])[CH2:25][CH2:24]2)=O)[C:16](=O)[O:15]1.P([O-])([O-])([O-])=O.[K+].[K+].[K+], predict the reaction product. The product is: [Cl:1][C:2]1[C:3]2[C:7]([CH:8]=[CH:9][C:10]=1[CH3:11])=[N:6][N:5]1[C:21]([CH:23]3[CH2:28][CH2:27][N:26]([C:29]([O:31][C:32]([CH3:35])([CH3:34])[CH3:33])=[O:30])[CH2:25][CH2:24]3)=[CH:17][C:16](=[O:15])[NH:12][C:4]=21.